Dataset: Full USPTO retrosynthesis dataset with 1.9M reactions from patents (1976-2016). Task: Predict the reactants needed to synthesize the given product. (1) Given the product [N:13]1([C@H:11]2[CH2:12][C@H:9]([C:7]3[S:8][C:4]4[CH:3]=[C:2]([N:33]5[C:31](=[O:41])[CH:30]=[CH:29][CH:27]=[N:26]5)[CH:20]=[CH:19][C:5]=4[N:6]=3)[CH2:10]2)[CH2:18][CH2:17][CH2:16][CH2:15][CH2:14]1, predict the reactants needed to synthesize it. The reactants are: Br[C:2]1[CH:20]=[CH:19][C:5]2[N:6]=[C:7]([C@H:9]3[CH2:12][C@H:11]([N:13]4[CH2:18][CH2:17][CH2:16][CH2:15][CH2:14]4)[CH2:10]3)[S:8][C:4]=2[CH:3]=1.BrC1C=CC2[N:26]=[C:27]([C@H:29]3C[C@H:31]([N:33]4CCC[C@H]4C)[CH2:30]3)SC=2C=1.[OH-:41].[NH4+].CO. (2) Given the product [CH3:11][O:10][C:5]1[C:6]([O:8][CH3:9])=[CH:7][C:2]([C:39]2[CH:44]=[CH:43][CH:42]=[CH:41][CH:40]=2)=[C:3]([CH2:12][C:13]([N:15]2[CH2:19][CH2:18][C:17]([C:20]3[CH:21]=[CH:22][C:23]([NH:26][C:27]([NH:29][CH3:30])=[O:28])=[CH:24][CH:25]=3)=[N:16]2)=[O:14])[CH:4]=1, predict the reactants needed to synthesize it. The reactants are: Br[C:2]1[CH:7]=[C:6]([O:8][CH3:9])[C:5]([O:10][CH3:11])=[CH:4][C:3]=1[CH2:12][C:13]([N:15]1[CH2:19][CH2:18][C:17]([C:20]2[CH:25]=[CH:24][C:23]([NH:26][C:27]([NH:29][CH3:30])=[O:28])=[CH:22][CH:21]=2)=[N:16]1)=[O:14].[O-]P([O-])([O-])=O.[K+].[K+].[K+].[C:39]1(B(O)O)[CH:44]=[CH:43][CH:42]=[CH:41][CH:40]=1. (3) The reactants are: [NH2:1][C:2]1[CH:6]=[CH:5][S:4][C:3]=1[C:7]([O:9][CH3:10])=[O:8].[F:11][C:12]1[C:13]([CH3:22])=[C:14]([S:18](Cl)(=[O:20])=[O:19])[CH:15]=[CH:16][CH:17]=1. Given the product [F:11][C:12]1[C:13]([CH3:22])=[C:14]([S:18]([NH:1][C:2]2[CH:6]=[CH:5][S:4][C:3]=2[C:7]([O:9][CH3:10])=[O:8])(=[O:20])=[O:19])[CH:15]=[CH:16][CH:17]=1, predict the reactants needed to synthesize it. (4) The reactants are: [CH:1]([S:3]([CH3:6])(=[O:5])=[O:4])=[CH2:2].[C:7]([O:11][C:12]([N:14]1[CH2:19][CH2:18][NH:17][CH2:16][CH2:15]1)=[O:13])([CH3:10])([CH3:9])[CH3:8]. Given the product [C:7]([O:11][C:12]([N:14]1[CH2:19][CH2:18][N:17]([CH2:2][CH2:1][S:3]([CH3:6])(=[O:5])=[O:4])[CH2:16][CH2:15]1)=[O:13])([CH3:10])([CH3:8])[CH3:9], predict the reactants needed to synthesize it. (5) The reactants are: [OH:1][NH:2][C:3]([C:5]1[CH:44]=[CH:43][C:8]([CH2:9][N:10]([CH2:35][C:36]([O:38]C(C)(C)C)=[O:37])[C:11](=[O:34])[C:12]2[CH:17]=[CH:16][C:15]([NH:18][C:19](=[O:33])[CH2:20][C:21]3[CH:26]=[CH:25][C:24]([O:27][CH3:28])=[CH:23][C:22]=3[C:29]([F:32])([F:31])[F:30])=[CH:14][CH:13]=2)=[CH:7][CH:6]=1)=[NH:4].CCN(C(C)C)C(C)C.[CH3:54][C:55]1[CH:63]=[CH:62][C:58]([C:59](Cl)=O)=[CH:57][CH:56]=1.C([O-])(O)=O.[Na+]. Given the product [CH3:28][O:27][C:24]1[CH:25]=[CH:26][C:21]([CH2:20][C:19]([NH:18][C:15]2[CH:16]=[CH:17][C:12]([C:11]([N:10]([CH2:35][C:36]([OH:38])=[O:37])[CH2:9][C:8]3[CH:7]=[CH:6][C:5]([C:3]4[N:4]=[C:54]([C:55]5[CH:63]=[CH:62][C:58]([CH3:59])=[CH:57][CH:56]=5)[O:1][N:2]=4)=[CH:44][CH:43]=3)=[O:34])=[CH:13][CH:14]=2)=[O:33])=[C:22]([C:29]([F:32])([F:30])[F:31])[CH:23]=1, predict the reactants needed to synthesize it.